From a dataset of Full USPTO retrosynthesis dataset with 1.9M reactions from patents (1976-2016). Predict the reactants needed to synthesize the given product. (1) Given the product [CH3:24][O:23][C:14]1[CH:15]=[C:16]([O:21][CH3:22])[CH:17]=[C:18]([O:19][CH3:20])[C:13]=1/[CH:12]=[CH:11]/[S:8]([CH2:7][C:6]1[CH:25]=[CH:26][C:3]([O:2][CH3:1])=[C:4]([NH2:27])[CH:5]=1)(=[O:10])=[O:9], predict the reactants needed to synthesize it. The reactants are: [CH3:1][O:2][C:3]1[CH:26]=[CH:25][C:6]([CH2:7][S:8](/[CH:11]=[CH:12]/[C:13]2[C:18]([O:19][CH3:20])=[CH:17][C:16]([O:21][CH3:22])=[CH:15][C:14]=2[O:23][CH3:24])(=[O:10])=[O:9])=[CH:5][C:4]=1[N+:27]([O-])=O.S(S([O-])=O)([O-])=O.[Na+].[Na+].O. (2) The reactants are: C([O:8][CH2:9][CH2:10][C@@H:11]([C:17]1[NH:18][C:19]2[C:24]([CH:25]=1)=[CH:23][C:22]([O:26][Si:27]([CH:34]([CH3:36])[CH3:35])([CH:31]([CH3:33])[CH3:32])[CH:28]([CH3:30])[CH3:29])=[CH:21][CH:20]=2)[CH2:12][C:13]([O:15][CH3:16])=[O:14])C1C=CC=CC=1.[H][H]. Given the product [OH:8][CH2:9][CH2:10][C@@H:11]([C:17]1[NH:18][C:19]2[C:24]([CH:25]=1)=[CH:23][C:22]([O:26][Si:27]([CH:34]([CH3:36])[CH3:35])([CH:28]([CH3:30])[CH3:29])[CH:31]([CH3:33])[CH3:32])=[CH:21][CH:20]=2)[CH2:12][C:13]([O:15][CH3:16])=[O:14], predict the reactants needed to synthesize it. (3) The reactants are: [Cl:1][C:2]([Cl:4])=[CH2:3].[Br:5][C:6]1[CH:7]=[C:8]([CH3:14])[C:9]([Cl:13])=[C:10](N)[CH:11]=1.[ClH:15]. Given the product [Br:5][C:6]1[CH:11]=[C:10]([CH2:3][C:2]([Cl:15])([Cl:4])[Cl:1])[C:9]([Cl:13])=[C:8]([CH3:14])[CH:7]=1, predict the reactants needed to synthesize it. (4) Given the product [OH:18][C:14]1[CH:13]=[C:12]([C:10]([C:3]2[C:4]3[C:9](=[CH:8][CH:7]=[CH:6][CH:5]=3)[N:1]([CH2:27][C:26]([CH3:28])=[CH2:25])[N:2]=2)=[O:11])[CH:17]=[CH:16][CH:15]=1, predict the reactants needed to synthesize it. The reactants are: [NH:1]1[C:9]2[C:4](=[CH:5][CH:6]=[CH:7][CH:8]=2)[C:3]([C:10]([C:12]2[CH:17]=[CH:16][CH:15]=[C:14]([O:18]C)[CH:13]=2)=[O:11])=[N:2]1.[H-].[Na+].[H][H].Br[CH:25]=[C:26]([CH3:28])[CH3:27].[Cl-].[Li+]. (5) Given the product [Cl:21][CH2:22][CH2:23][CH2:24][CH2:25][CH:26]([C:30]1[CH:35]=[CH:34][C:33]([C:36]#[N:37])=[CH:32][CH:31]=1)[C:27]1[NH:55][N:54]=[C:15]([NH:14][C:11]2[CH:12]=[CH:13][C:8]([N:6]3[CH:7]=[C:3]([Cl:2])[N:4]=[CH:5]3)=[C:9]([O:19][CH3:20])[CH:10]=2)[N:16]=1, predict the reactants needed to synthesize it. The reactants are: I.[Cl:2][C:3]1[N:4]=[CH:5][N:6]([C:8]2[CH:13]=[CH:12][C:11]([NH:14][C:15](SC)=[NH:16])=[CH:10][C:9]=2[O:19][CH3:20])[CH:7]=1.[Cl:21][CH2:22][CH2:23][CH2:24][CH2:25][CH:26]([C:30]1[CH:35]=[CH:34][C:33]([C:36]#[N:37])=[CH:32][CH:31]=1)[C:27](O)=O.CN1CCOCC1.C(N(CC)C(C)C)(C)C.[NH2:54][NH2:55]. (6) Given the product [Cl-:1].[Cl:1][C:2]1[CH:22]=[CH:21][CH:20]=[CH:19][C:3]=1[CH2:4][N:5]1[C:13](=[O:14])[C:12]2[C:7](=[CH:8][CH:9]=[C:10]([C:15]([NH:33][CH2:32][CH2:31][CH2:30][NH+:25]3[CH2:26][CH2:27][CH2:28][CH2:29][CH:24]3[CH3:23])=[O:17])[CH:11]=2)[C:6]1=[O:18], predict the reactants needed to synthesize it. The reactants are: [Cl:1][C:2]1[CH:22]=[CH:21][CH:20]=[CH:19][C:3]=1[CH2:4][N:5]1[C:13](=[O:14])[C:12]2[C:7](=[CH:8][CH:9]=[C:10]([C:15]([OH:17])=O)[CH:11]=2)[C:6]1=[O:18].[CH3:23][CH:24]1[CH2:29][CH2:28][CH2:27][CH2:26][N:25]1[CH2:30][CH2:31][CH2:32][NH2:33]. (7) The reactants are: [Si]([O:8][C@@H:9]1[C@@:45]2([CH3:46])[C:13](=[CH:14][CH:15]=[C:16]3[C@@H:44]2[CH2:43][CH2:42][C@@:41]2([CH3:47])[C@H:17]3[CH2:18][CH:19]=[C:20]2[C:21]([O:24]/[CH:25]=[CH:26]/[CH2:27][C:28]([CH2:39][CH3:40])([O:31][Si](CC)(CC)CC)[CH2:29][CH3:30])([CH3:23])[CH3:22])[CH2:12][C@@H:11]([O:48][Si](C(C)(C)C)(C)C)[CH2:10]1)(C(C)(C)C)(C)C.O1CCCC1.[F-].C([N+](CCCC)(CCCC)CCCC)CCC. Given the product [CH2:29]([C:28]([OH:31])([CH2:39][CH3:40])[CH2:27]/[CH:26]=[CH:25]/[O:24][C:21]([CH3:23])([C:20]1[C@:41]2([CH3:47])[C@H:17]([C:16]3[C@H:44]([CH2:43][CH2:42]2)[C@:45]2([CH3:46])[C:13]([CH2:12][C@@H:11]([OH:48])[CH2:10][C@@H:9]2[OH:8])=[CH:14][CH:15]=3)[CH2:18][CH:19]=1)[CH3:22])[CH3:30], predict the reactants needed to synthesize it. (8) Given the product [C:1]([O:5][C:6](=[O:23])[NH:7][CH:8]([C:15]1[CH:20]=[CH:19][C:18]([Cl:21])=[C:17]([Cl:22])[CH:16]=1)[C:9]([C:28]1[CH:29]=[CH:30][C:25]([Br:24])=[C:26]([O:32][CH3:33])[CH:27]=1)=[O:14])([CH3:2])([CH3:3])[CH3:4], predict the reactants needed to synthesize it. The reactants are: [C:1]([O:5][C:6](=[O:23])[NH:7][CH:8]([C:15]1[CH:20]=[CH:19][C:18]([Cl:21])=[C:17]([Cl:22])[CH:16]=1)[C:9](=[O:14])N(OC)C)([CH3:4])([CH3:3])[CH3:2].[Br:24][C:25]1[CH:30]=[CH:29][C:28](I)=[CH:27][C:26]=1[O:32][CH3:33].